From a dataset of Full USPTO retrosynthesis dataset with 1.9M reactions from patents (1976-2016). Predict the reactants needed to synthesize the given product. (1) The reactants are: Br[C:2]1[C:3]([O:12][CH2:13][CH:14]([F:16])[F:15])=[N:4][CH:5]=[C:6]([CH:11]=1)[C:7]([O:9][CH3:10])=[O:8].[CH:17]1(B(O)O)[CH2:19][CH2:18]1.C1(P(C2CCCCC2)C2CCCCC2)CCCCC1.P([O-])([O-])([O-])=O.[K+].[K+].[K+]. Given the product [CH:17]1([C:2]2[C:3]([O:12][CH2:13][CH:14]([F:16])[F:15])=[N:4][CH:5]=[C:6]([CH:11]=2)[C:7]([O:9][CH3:10])=[O:8])[CH2:19][CH2:18]1, predict the reactants needed to synthesize it. (2) Given the product [CH3:3][C:4]1([CH2:13][CH:12]=[CH2:11])[CH2:9][CH2:8][CH2:7][CH2:6][C:5]1=[O:10], predict the reactants needed to synthesize it. The reactants are: [H-].[Na+].[CH3:3][CH:4]1[CH2:9][CH2:8][CH2:7][CH2:6][C:5]1=[O:10].[CH2:11](Br)[CH:12]=[CH2:13].O. (3) Given the product [N:43]12[CH2:48][CH2:47][CH:46]([CH2:45][CH2:44]1)[C@@H:41]([NH:40][C:2]1[CH:9]=[C:8]([N:10]3[C:22]4[CH:21]=[CH:20][CH:19]=[C:18]([C:23]5[NH:27][C:26]6[CH:28]=[C:29]([F:32])[CH:30]=[CH:31][C:25]=6[N:24]=5)[C:17]=4[C:16]4[C:11]3=[CH:12][CH:13]=[CH:14][CH:15]=4)[CH:7]=[CH:6][C:3]=1[C:4]([NH2:5])=[O:49])[CH2:42]2, predict the reactants needed to synthesize it. The reactants are: F[C:2]1[CH:9]=[C:8]([N:10]2[C:22]3[CH:21]=[CH:20][CH:19]=[C:18]([C:23]4[NH:27][C:26]5[CH:28]=[C:29]([F:32])[CH:30]=[CH:31][C:25]=5[N:24]=4)[C:17]=3[C:16]3[C:11]2=[CH:12][CH:13]=[CH:14][CH:15]=3)[CH:7]=[CH:6][C:3]=1[C:4]#[N:5].C(=O)([O-])[O-].[K+].[K+].Cl.[NH2:40][C@@H:41]1[CH:46]2[CH2:47][CH2:48][N:43]([CH2:44][CH2:45]2)[CH2:42]1.[OH-:49].[Na+].OO. (4) The reactants are: [N+:1]([C:4]1[CH:12]=[C:11]2[C:7]([CH:8]=[N:9][N:10]2[CH2:13][O:14][CH2:15][CH2:16][Si:17]([CH3:20])([CH3:19])[CH3:18])=[CH:6][C:5]=1[C:21]1[CH:22]=[C:23]2[C:27](=[CH:28][CH:29]=1)[CH2:26][N:25]([C:30]([O:32]CCCC)=[O:31])[CH2:24]2)([O-])=O. Given the product [NH2:1][C:4]1[CH:12]=[C:11]2[C:7]([CH:8]=[N:9][N:10]2[CH2:13][O:14][CH2:15][CH2:16][Si:17]([CH3:18])([CH3:20])[CH3:19])=[CH:6][C:5]=1[C:21]1[CH:22]=[C:23]2[C:27](=[CH:28][CH:29]=1)[CH2:26][N:25]([C:30]([O:32][C:5]([CH3:21])([CH3:6])[CH3:4])=[O:31])[CH2:24]2, predict the reactants needed to synthesize it. (5) Given the product [CH3:75][N:77]([C@@H:78]([C:81]1[CH:86]=[CH:85][CH:84]=[CH:83][CH:82]=1)[CH2:79][CH3:80])[C:1]([C:4]1[N:5]=[C:6]([CH:9]2[CH2:14][CH2:13][N:12]([C:15]([O:17][C:18]([CH3:21])([CH3:20])[CH3:19])=[O:16])[CH2:11][CH2:10]2)[S:7][CH:8]=1)=[O:3], predict the reactants needed to synthesize it. The reactants are: [C:1]([C:4]1[N:5]=[C:6]([CH:9]2[CH2:14][CH2:13][N:12]([C:15]([O:17][C:18]([CH3:21])([CH3:20])[CH3:19])=[O:16])[CH2:11][CH2:10]2)[S:7][CH:8]=1)([OH:3])=O.C(N(CC)CC)C.F[P-](F)(F)(F)(F)F.N1(OC(N(C)C)=[N+](C)C)C2C=CC=CC=2N=N1.CC1C=CC(C)=CC=1CC(N1CCC(C2SC=C([C:75]([N:77](C)[C@@H:78]([C:81]3[CH:86]=[CH:85][CH:84]=[CH:83][CH:82]=3)[CH2:79][CH3:80])=O)N=2)CC1)=O. (6) Given the product [OH-:3].[NH4+:5].[NH2:5][CH2:14][C:15]1[N:16]([CH2:28][CH2:29][CH2:30][CH2:31][NH:32][C:33](=[O:39])[O:34][C:35]([CH3:37])([CH3:36])[CH3:38])[C:17]2[C:26]3[N:25]=[CH:24][CH:23]=[CH:22][C:21]=3[N:20]=[CH:19][C:18]=2[N:27]=1, predict the reactants needed to synthesize it. The reactants are: NN.[O:3]=C1C2C(=CC=CC=2)C(=O)[N:5]1[CH2:14][C:15]1[N:16]([CH2:28][CH2:29][CH2:30][CH2:31][NH:32][C:33](=[O:39])[O:34][C:35]([CH3:38])([CH3:37])[CH3:36])[C:17]2[C:26]3[N:25]=[CH:24][CH:23]=[CH:22][C:21]=3[N:20]=[CH:19][C:18]=2[N:27]=1.ClCCl.